This data is from Forward reaction prediction with 1.9M reactions from USPTO patents (1976-2016). The task is: Predict the product of the given reaction. (1) Given the reactants [CH2:1]([O:4][C:5](=[O:24])[C@H:6]([CH2:8][CH2:9][CH2:10][CH:11]([C:13]([O:15][CH2:16][C:17]1[CH:22]=[CH:21][CH:20]=[CH:19][C:18]=1[Cl:23])=[O:14])[NH2:12])[NH2:7])[CH:2]=[CH2:3].C([BH3-])#N.[Na+].[C:29]([CH:36]([NH2:39])[CH:37]=O)([O:31][C:32]([CH3:35])([CH3:34])[CH3:33])=[O:30].Cl, predict the reaction product. The product is: [CH2:1]([O:4][C:5](=[O:24])[C@H:6]([CH2:8][CH2:9][CH2:10][CH:11]([C:13]([O:15][CH2:16][C:17]1[CH:22]=[CH:21][CH:20]=[CH:19][C:18]=1[Cl:23])=[O:14])[NH2:12])[NH:7][CH2:37][CH:36]([C:29]([O:31][C:32]([CH3:35])([CH3:34])[CH3:33])=[O:30])[NH2:39])[CH:2]=[CH2:3]. (2) Given the reactants [F:1][C:2]([F:17])([F:16])[C:3]1[CH:15]=[CH:14][CH:13]=[CH:12][C:4]=1[O:5][CH:6]1[CH2:11][CH2:10][NH:9][CH2:8][CH2:7]1.[Cl:18][C:19]1[N:20]=[N:21][C:22](Cl)=[CH:23][CH:24]=1, predict the reaction product. The product is: [Cl:18][C:19]1[N:20]=[N:21][C:22]([N:9]2[CH2:10][CH2:11][CH:6]([O:5][C:4]3[CH:12]=[CH:13][CH:14]=[CH:15][C:3]=3[C:2]([F:1])([F:16])[F:17])[CH2:7][CH2:8]2)=[CH:23][CH:24]=1. (3) Given the reactants [C-:1]1([CH:6]=O)[CH:5]=[CH:4][CH:3]=[CH:2]1.[CH-:8]1[CH:12]=[CH:11][CH:10]=[CH:9]1.[Fe+2:13].[NH2:14][CH2:15][CH2:16][O:17][CH:18]([OH:20])[CH3:19].[C:21](O[BH-](OC(=O)C)OC(=O)C)(=O)C.[Na+], predict the reaction product. The product is: [C-:8]1([CH2:21][N:14]([CH2:6][C-:1]2[CH:2]=[CH:3][CH:4]=[CH:5]2)[CH2:15][CH2:16][O:17][CH:18]([OH:20])[CH3:19])[CH:12]=[CH:11][CH:10]=[CH:9]1.[CH-:1]1[CH:5]=[CH:4][CH:3]=[CH:2]1.[Fe+2:13].[CH-:1]1[CH:5]=[CH:4][CH:3]=[CH:2]1.[Fe+2:13]. (4) The product is: [F:20][C:19]1[C:2]2[N:1]=[C:23]([CH3:24])[O:22][C:3]=2[C:4]2[NH:8][C:7](=[O:9])[N:6]([C:10]3[CH:15]=[CH:14][C:13]([I:16])=[CH:12][C:11]=3[F:17])[C:5]=2[C:18]=1[F:21]. Given the reactants [NH2:1][C:2]1[C:19]([F:20])=[C:18]([F:21])[C:5]2[N:6]([C:10]3[CH:15]=[CH:14][C:13]([I:16])=[CH:12][C:11]=3[F:17])[C:7](=[O:9])[NH:8][C:4]=2[C:3]=1[OH:22].[C:23]1(C)C=CC(S(O)(=O)=O)=C[CH:24]=1, predict the reaction product. (5) The product is: [OH:15][CH:12]1[CH2:13][CH2:14][C:10]([CH2:21][PH:22](=[O:27])[O:23][CH:24]([CH3:26])[CH3:25])=[CH:11]1. Given the reactants C1N2CCN(CC2)C1.I[C:10]1[CH2:14][CH2:13][CH:12]([OH:15])[CH:11]=1.C[Si](Cl)(C)C.[CH3:21][PH:22](=[O:27])[O:23][CH:24]([CH3:26])[CH3:25], predict the reaction product. (6) Given the reactants O(P(O[C:18]1[N:19]([C:24]([O:26][C:27]([CH3:30])([CH3:29])[CH3:28])=[O:25])[CH2:20][CH2:21][O:22][CH:23]=1)(OC1C=CC=CC=1)=O)C1C=CC=CC=1.[Cl:31][C:32]1[CH:33]=[CH:34][C:35]([O:41][CH2:42][CH3:43])=[C:36](B(O)O)[CH:37]=1, predict the reaction product. The product is: [Cl:31][C:32]1[CH:37]=[CH:36][C:35]([O:41][CH2:42][CH3:43])=[C:34]([C:18]2[N:19]([C:24]([O:26][C:27]([CH3:28])([CH3:29])[CH3:30])=[O:25])[CH2:20][CH2:21][O:22][CH:23]=2)[CH:33]=1. (7) Given the reactants Cl.[NH2:2][C:3]1[CH:8]=[CH:7][C:6]([NH:9][C:10]2[C:19]3[C:14](=[CH:15][CH:16]=[CH:17][CH:18]=3)[N:13]=[C:12]3[N:20]([CH3:24])[N:21]=[C:22]([CH3:23])[C:11]=23)=[CH:5][CH:4]=1.CO.N([O-])=O.[Na+].[N-:31]=[N+:32]=[N-].[Na+], predict the reaction product. The product is: [N:2]([C:3]1[CH:4]=[CH:5][C:6]([NH:9][C:10]2[C:19]3[C:14](=[CH:15][CH:16]=[CH:17][CH:18]=3)[N:13]=[C:12]3[N:20]([CH3:24])[N:21]=[C:22]([CH3:23])[C:11]=23)=[CH:7][CH:8]=1)=[N+:31]=[N-:32].